The task is: Predict which catalyst facilitates the given reaction.. This data is from Catalyst prediction with 721,799 reactions and 888 catalyst types from USPTO. (1) Reactant: [C:1]([O:5][C:6]([N:8]1[CH:13]2[CH2:14][CH2:15][CH:9]1[CH2:10][C:11](=[O:16])[CH2:12]2)=[O:7])([CH3:4])([CH3:3])[CH3:2].[Li+].CC([N-]C(C)C)C.C1C=CC(N([S:32]([C:35]([F:38])([F:37])[F:36])(=[O:34])=[O:33])[S:32]([C:35]([F:38])([F:37])[F:36])(=[O:34])=[O:33])=CC=1. Product: [C:1]([O:5][C:6]([N:8]1[CH:13]2[CH2:14][CH2:15][CH:9]1[CH:10]=[C:11]([O:16][S:32]([C:35]([F:38])([F:37])[F:36])(=[O:34])=[O:33])[CH2:12]2)=[O:7])([CH3:4])([CH3:2])[CH3:3]. The catalyst class is: 1. (2) Reactant: [OH:1][C:2]1[CH:7]=[CH:6][C:5]([N:8]([CH2:20][C@@H:21]([NH:26]C(=O)OC(C)(C)C)[C@@H:22]([CH3:25])[CH2:23][CH3:24])[C:9]([C@@H:11]2[CH2:13][C@H:12]2[C:14]2[CH:19]=[CH:18][CH:17]=[CH:16][N:15]=2)=[O:10])=[CH:4][CH:3]=1.C(=O)([O-])[O-].[K+].[K+].[CH:40]1([CH2:44]Br)[CH2:43][CH2:42][CH2:41]1.C(Cl)(=O)C. Product: [NH2:26][C@@H:21]([C@@H:22]([CH3:25])[CH2:23][CH3:24])[CH2:20][N:8]([C:5]1[CH:4]=[CH:3][C:2]([O:1][CH2:44][CH:40]2[CH2:43][CH2:42][CH2:41]2)=[CH:7][CH:6]=1)[C:9]([C@@H:11]1[CH2:13][C@H:12]1[C:14]1[CH:19]=[CH:18][CH:17]=[CH:16][N:15]=1)=[O:10]. The catalyst class is: 475. (3) Reactant: C[N:2]1[CH:7]=[C:6]([N+]([O-])=O)[CH:5]=[C:4]([N+:11]([O-:13])=[O:12])[C:3]1=O.[CH3:15][C:16]1(C)[CH2:20]C[CH2:18][C:17]1=O.N. Product: [CH3:15][C:16]1([CH3:20])[C:7]2=[N:2][CH:3]=[C:4]([N+:11]([O-:13])=[O:12])[CH:5]=[C:6]2[CH2:18][CH2:17]1. The catalyst class is: 5. (4) Reactant: [OH:1][C@H:2]([CH3:6])[C:3]([NH2:5])=O.F[B-](F)(F)F.C([O+](CC)CC)C.N[C:20]1[C:21]([NH:29][CH:30]2[CH2:35][CH2:34][CH:33]([NH:36][C:37](=[O:43])[O:38][C:39]([CH3:42])([CH3:41])[CH3:40])[CH2:32][CH2:31]2)=[C:22]2[S:28][CH:27]=[CH:26][C:23]2=[N:24][CH:25]=1. The catalyst class is: 214. Product: [OH:1][C@@H:2]([C:3]1[N:29]([CH:30]2[CH2:31][CH2:32][CH:33]([NH:36][C:37](=[O:43])[O:38][C:39]([CH3:41])([CH3:40])[CH3:42])[CH2:34][CH2:35]2)[C:21]2=[C:22]3[S:28][CH:27]=[CH:26][C:23]3=[N:24][CH:25]=[C:20]2[N:5]=1)[CH3:6]. (5) Reactant: [Br:1][C:2]1[CH:7]=[C:6]([F:8])[CH:5]=[CH:4][C:3]=1[S:9](Cl)(=[O:11])=[O:10].[NH2:13][C:14]1[C:23]([C:24]([O:26][CH3:27])=[O:25])=[C:22]2[C:17]([C@H:18]3[CH2:28][C@H:19]3[CH2:20][O:21]2)=[CH:16][CH:15]=1.N1C=CC=CC=1. Product: [Br:1][C:2]1[CH:7]=[C:6]([F:8])[CH:5]=[CH:4][C:3]=1[S:9]([NH:13][C:14]1[C:23]([C:24]([O:26][CH3:27])=[O:25])=[C:22]2[C:17]([C@H:18]3[CH2:28][C@H:19]3[CH2:20][O:21]2)=[CH:16][CH:15]=1)(=[O:11])=[O:10]. The catalyst class is: 2. (6) Reactant: [F:1][CH:2]([F:21])[C@@:3]([NH:14][S@:15]([C:17]([CH3:20])([CH3:19])[CH3:18])=[O:16])([C:7]1[CH:12]=[CH:11][CH:10]=[CH:9][C:8]=1[F:13])[CH2:4][CH:5]=[O:6].[F:22][C:23]([Si](C)(C)C)([F:25])[F:24].CCCC[N+](CCCC)(CCCC)CCCC.[F-]. Product: [CH3:19][C:17]([S@@:15]([NH:14][C@:3]([C:7]1[CH:12]=[CH:11][CH:10]=[CH:9][C:8]=1[F:13])([CH2:4][C@@H:5]([OH:6])[C:23]([F:25])([F:24])[F:22])[CH:2]([F:1])[F:21])=[O:16])([CH3:18])[CH3:20]. The catalyst class is: 1.